Dataset: Full USPTO retrosynthesis dataset with 1.9M reactions from patents (1976-2016). Task: Predict the reactants needed to synthesize the given product. (1) Given the product [ClH:2].[Cl:17][C:12]1[CH:11]=[C:10]([C:8]2[CH:7]=[N:6][CH:5]=[C:4]([CH2:3][N:21]3[CH:22]=[CH:23][N:24]=[C:20]3[CH2:18][CH3:19])[CH:9]=2)[CH:15]=[CH:14][C:13]=1[Cl:16], predict the reactants needed to synthesize it. The reactants are: Cl.[Cl:2][CH2:3][C:4]1[CH:5]=[N:6][CH:7]=[C:8]([C:10]2[CH:15]=[CH:14][C:13]([Cl:16])=[C:12]([Cl:17])[CH:11]=2)[CH:9]=1.[CH2:18]([C:20]1[NH:21][CH:22]=[CH:23][N:24]=1)[CH3:19]. (2) Given the product [C:38]([O:27][C:26](=[O:28])[C@@H:25]([N:16]1[C:15](=[O:35])[C:14]2([CH2:13][CH2:12][N:11]([C:9]([O:8][CH2:1][C:2]3[CH:3]=[CH:4][CH:5]=[CH:6][CH:7]=3)=[O:10])[CH2:37][CH2:36]2)[N:18]([C:19]2[CH:24]=[CH:23][CH:22]=[CH:21][CH:20]=2)[CH2:17]1)[C:29]1[CH:34]=[CH:33][CH:32]=[CH:31][CH:30]=1)([CH3:41])([CH3:40])[CH3:39], predict the reactants needed to synthesize it. The reactants are: [CH2:1]([O:8][C:9]([N:11]1[CH2:37][CH2:36][C:14]2([N:18]([C:19]3[CH:24]=[CH:23][CH:22]=[CH:21][CH:20]=3)[CH2:17][N:16]([C@@H:25]([C:29]3[CH:34]=[CH:33][CH:32]=[CH:31][CH:30]=3)[C:26]([OH:28])=[O:27])[C:15]2=[O:35])[CH2:13][CH2:12]1)=[O:10])[C:2]1[CH:7]=[CH:6][CH:5]=[CH:4][CH:3]=1.[C:38](OC(O[C:38]([CH3:41])([CH3:40])[CH3:39])N(C)C)([CH3:41])([CH3:40])[CH3:39]. (3) Given the product [C:1]([NH:5][S:6]([C:9]1[C:10]([C:15]2[CH:20]=[CH:19][C:18]([C:32]3[CH:33]=[N:34][C:35]4[C:40]([CH:41]=3)=[CH:39][CH:38]=[CH:37][N:36]=4)=[C:17]([F:30])[CH:16]=2)=[CH:11][CH:12]=[CH:13][CH:14]=1)(=[O:8])=[O:7])([CH3:3])([CH3:2])[CH3:4], predict the reactants needed to synthesize it. The reactants are: [C:1]([NH:5][S:6]([C:9]1[C:10]([C:15]2[CH:20]=[CH:19][C:18](B3OC(C)(C)C(C)(C)O3)=[C:17]([F:30])[CH:16]=2)=[CH:11][CH:12]=[CH:13][CH:14]=1)(=[O:8])=[O:7])([CH3:4])([CH3:3])[CH3:2].Br[C:32]1[CH:33]=[N:34][C:35]2[C:40]([CH:41]=1)=[CH:39][CH:38]=[CH:37][N:36]=2. (4) Given the product [Si:1]([O:8][C@@H:9]1[CH2:14][CH2:13][C@H:12]([NH2:15])[C@H:11]([CH:26]([CH3:28])[CH3:27])[CH2:10]1)([C:4]([CH3:7])([CH3:6])[CH3:5])([CH3:2])[CH3:3], predict the reactants needed to synthesize it. The reactants are: [Si:1]([O:8][C@@H:9]1[CH2:14][CH2:13][C@H:12]([NH:15]C(=O)OCC2C=CC=CC=2)[C@H:11]([C:26]([CH3:28])=[CH2:27])[CH2:10]1)([C:4]([CH3:7])([CH3:6])[CH3:5])([CH3:3])[CH3:2]. (5) Given the product [Br:17][C:18]1[CH:19]=[C:20]([S:24]([NH:1][C:2]2[S:3][CH:4]=[C:5]([C:7]3[CH:8]=[CH:9][C:10]([NH:13][C:14](=[O:16])[CH3:15])=[CH:11][CH:12]=3)[N:6]=2)(=[O:26])=[O:25])[S:21][C:22]=1[Cl:23], predict the reactants needed to synthesize it. The reactants are: [NH2:1][C:2]1[S:3][CH:4]=[C:5]([C:7]2[CH:12]=[CH:11][C:10]([NH:13][C:14](=[O:16])[CH3:15])=[CH:9][CH:8]=2)[N:6]=1.[Br:17][C:18]1[CH:19]=[C:20]([S:24](Cl)(=[O:26])=[O:25])[S:21][C:22]=1[Cl:23]. (6) Given the product [Cl:1][C:2]1[CH:3]=[C:4]([NH:9][C:10]([C:12]2[C:16]([CH:17]=[O:18])=[N:15][O:14][N:13]=2)=[O:11])[CH:5]=[CH:6][C:7]=1[F:8], predict the reactants needed to synthesize it. The reactants are: [Cl:1][C:2]1[CH:3]=[C:4]([NH:9][C:10]([C:12]2[C:16]([CH2:17][OH:18])=[N:15][O:14][N:13]=2)=[O:11])[CH:5]=[CH:6][C:7]=1[F:8].CC(OI1(OC(C)=O)(OC(C)=O)OC(=O)C2C=CC=CC1=2)=O. (7) Given the product [CH3:9][C:10]1[CH:17]=[CH:16][C:13]([C:14]([C:1]2[CH:6]=[CH:5][CH:4]=[CH:3][CH:2]=2)=[NH:15])=[C:12]([C:18]([F:19])([F:20])[F:21])[CH:11]=1, predict the reactants needed to synthesize it. The reactants are: [C:1]1([Mg]Br)[CH:6]=[CH:5][CH:4]=[CH:3][CH:2]=1.[CH3:9][C:10]1[CH:17]=[CH:16][C:13]([C:14]#[N:15])=[C:12]([C:18]([F:21])([F:20])[F:19])[CH:11]=1. (8) The reactants are: [Cl:1][C:2]1[CH:7]=[CH:6][C:5]([N:8]2[C:16]([CH:17]([CH:21]3[CH2:26][CH2:25][CH2:24][CH2:23][CH2:22]3)[C:18]([OH:20])=[O:19])=[C:15]3[C:10]([CH2:11][CH2:12][CH2:13][CH2:14]3)=[N:9]2)=[CH:4][CH:3]=1.[C:27](Cl)(=O)C(Cl)=O. Given the product [CH3:27][O:19][C:18](=[O:20])[CH:17]([C:16]1[N:8]([C:5]2[CH:6]=[CH:7][C:2]([Cl:1])=[CH:3][CH:4]=2)[N:9]=[C:10]2[C:15]=1[CH2:14][CH2:13][CH2:12][CH2:11]2)[CH:21]1[CH2:26][CH2:25][CH2:24][CH2:23][CH2:22]1, predict the reactants needed to synthesize it. (9) The reactants are: [Cl:1][C:2]1[N:3]=[C:4]([N:18]2[CH2:23][CH2:22][O:21][CH2:20][CH2:19]2)[C:5]2[S:10][C:9]([CH:11]=[C:12]3[CH2:17][CH2:16][NH:15][CH2:14][CH2:13]3)=[CH:8][C:6]=2[N:7]=1.[CH:24](O)=O.C=O. Given the product [Cl:1][C:2]1[N:3]=[C:4]([N:18]2[CH2:23][CH2:22][O:21][CH2:20][CH2:19]2)[C:5]2[S:10][C:9]([CH:11]=[C:12]3[CH2:13][CH2:14][N:15]([CH3:24])[CH2:16][CH2:17]3)=[CH:8][C:6]=2[N:7]=1, predict the reactants needed to synthesize it. (10) Given the product [CH3:16][N:15]1[C:11]([C:9]([NH:8][C:6]2[CH:7]=[C:2]([O:1][C:20]3[CH:25]=[N:24][C:23]([N+:26]([O-:28])=[O:27])=[CH:22][CH:21]=3)[CH:3]=[CH:4][C:5]=2[CH3:18])=[O:10])=[CH:12][C:13]([CH3:17])=[N:14]1, predict the reactants needed to synthesize it. The reactants are: [OH:1][C:2]1[CH:3]=[CH:4][C:5]([CH3:18])=[C:6]([NH:8][C:9]([C:11]2[N:15]([CH3:16])[N:14]=[C:13]([CH3:17])[CH:12]=2)=[O:10])[CH:7]=1.Br[C:20]1[CH:21]=[CH:22][C:23]([N+:26]([O-:28])=[O:27])=[N:24][CH:25]=1.C(=O)([O-])[O-].[Cs+].[Cs+].CN(C)C=O.